This data is from Forward reaction prediction with 1.9M reactions from USPTO patents (1976-2016). The task is: Predict the product of the given reaction. (1) Given the reactants [CH3:1][O:2][C:3]([C:5]1[CH:6]=[N:7][C:8]([O:17][CH2:18][C:19]([F:22])([F:21])[F:20])=[C:9]([C:11]2[CH2:16][CH2:15][CH2:14][CH2:13][CH:12]=2)[CH:10]=1)=[O:4], predict the reaction product. The product is: [CH3:1][O:2][C:3]([C:5]1[CH:6]=[N:7][C:8]([O:17][CH2:18][C:19]([F:22])([F:20])[F:21])=[C:9]([CH:11]2[CH2:16][CH2:15][CH2:14][CH2:13][CH2:12]2)[CH:10]=1)=[O:4]. (2) Given the reactants [OH:1][CH2:2][CH2:3][CH2:4][CH2:5][NH2:6].Br[CH2:8][C:9]([O:11][C:12]([CH3:15])([CH3:14])[CH3:13])=[O:10], predict the reaction product. The product is: [OH:1][CH2:2][CH2:3][CH2:4][CH2:5][NH:6][CH2:8][C:9]([O:11][C:12]([CH3:15])([CH3:14])[CH3:13])=[O:10]. (3) Given the reactants [CH2:1]([C:3]1[CH:4]=[C:5]([CH3:31])[C:6]([N:9]2[CH2:14][CH2:13][N:12]([C:15]([C:17]3[CH:22]=[CH:21][C:20]([N:23]4[C@H:27]([CH2:28][OH:29])[CH2:26][O:25][C:24]4=[O:30])=[CH:19][CH:18]=3)=[O:16])[CH2:11][CH2:10]2)=[N:7][CH:8]=1)[CH3:2].[CH3:32]I, predict the reaction product. The product is: [CH2:1]([C:3]1[CH:4]=[C:5]([CH3:31])[C:6]([N:9]2[CH2:10][CH2:11][N:12]([C:15]([C:17]3[CH:22]=[CH:21][C:20]([N:23]4[C@H:27]([CH2:28][O:29][CH3:32])[CH2:26][O:25][C:24]4=[O:30])=[CH:19][CH:18]=3)=[O:16])[CH2:13][CH2:14]2)=[N:7][CH:8]=1)[CH3:2]. (4) Given the reactants [CH2:1]([N:8]1[CH2:13][CH2:12][CH:11]([N:14]2[CH2:18][CH2:17][N:16]([CH2:19][CH2:20][CH2:21]Br)[C:15]2=[C:23]([C:26]#[N:27])[C:24]#[N:25])[CH2:10][CH2:9]1)[C:2]1[CH:7]=[CH:6][CH:5]=[CH:4][CH:3]=1.[I-].[K+].C(=O)([O-])[O-].[K+].[K+].[CH3:36][CH:37]1[CH2:41][CH2:40][CH2:39][NH:38]1, predict the reaction product. The product is: [CH2:1]([N:8]1[CH2:13][CH2:12][CH:11]([N:14]2[CH2:18][CH2:17][N:16]([CH2:19][CH2:20][CH2:21][N:38]3[CH2:39][CH2:40][CH2:41][CH:37]3[CH3:36])[C:15]2=[C:23]([C:26]#[N:27])[C:24]#[N:25])[CH2:10][CH2:9]1)[C:2]1[CH:7]=[CH:6][CH:5]=[CH:4][CH:3]=1. (5) Given the reactants [CH:1]1([CH2:5][C:6]2[N:7]=[CH:8][S:9][CH:10]=2)[CH2:4][CH2:3][CH2:2]1.[Li]CCCC.Br[C:17]1[N:22]=[C:21]([CH2:23][C:24]([CH3:31])([CH3:30])[C:25]([O:27][CH2:28][CH3:29])=[O:26])[CH:20]=[CH:19][CH:18]=1, predict the reaction product. The product is: [CH:1]1([CH2:5][C:6]2[N:7]=[C:8]([C:17]3[N:22]=[C:21]([CH2:23][C:24]([CH3:30])([CH3:31])[C:25]([O:27][CH2:28][CH3:29])=[O:26])[CH:20]=[CH:19][CH:18]=3)[S:9][CH:10]=2)[CH2:4][CH2:3][CH2:2]1. (6) Given the reactants [CH:1]1([C:4]2[C:9]([C:10]([O:12]C)=[O:11])=[CH:8][N:7]=[CH:6][N:5]=2)[CH2:3][CH2:2]1.C1(C2C(C(O)=O)=CN=C(N3CCOCC3)N=2)CC1, predict the reaction product. The product is: [CH:1]1([C:4]2[C:9]([C:10]([OH:12])=[O:11])=[CH:8][N:7]=[CH:6][N:5]=2)[CH2:2][CH2:3]1. (7) Given the reactants [OH:1][N:2]1[C:7]([C:8]2[CH:13]=[CH:12][CH:11]=[CH:10][CH:9]=2)=[CH:6][C:5]([C:14]2[CH:19]=[CH:18][CH:17]=[CH:16][CH:15]=2)=[CH:4][C:3]1=O.P12(SP3(SP(SP(S3)(S1)=S)(=S)S2)=S)=[S:22], predict the reaction product. The product is: [OH:1][N:2]1[C:7]([C:8]2[CH:13]=[CH:12][CH:11]=[CH:10][CH:9]=2)=[CH:6][C:5]([C:14]2[CH:19]=[CH:18][CH:17]=[CH:16][CH:15]=2)=[CH:4][C:3]1=[S:22]. (8) Given the reactants [CH3:1][CH:2]1[CH2:6][CH2:5][CH2:4][N:3]1[C:7]1[N:12]=[C:11]([NH:13][C:14]2[C:15]3[N:16]([CH:28]=[CH:29][N:30]=3)[N:17]=[C:18]([C:20]3[CH:21]=[C:22]([CH:25]=[CH:26][CH:27]=3)[CH:23]=O)[CH:19]=2)[CH:10]=[CH:9][CH:8]=1.[NH:31]1[CH2:35][CH2:34][CH2:33][CH2:32]1.C(O[BH-](OC(=O)C)OC(=O)C)(=O)C.[Na+].CC(O)=O, predict the reaction product. The product is: [CH3:1][CH:2]1[CH2:6][CH2:5][CH2:4][N:3]1[C:7]1[N:12]=[C:11]([NH:13][C:14]2[C:15]3[N:16]([CH:28]=[CH:29][N:30]=3)[N:17]=[C:18]([C:20]3[CH:27]=[CH:26][CH:25]=[C:22]([CH2:23][N:31]4[CH2:35][CH2:34][CH2:33][CH2:32]4)[CH:21]=3)[CH:19]=2)[CH:10]=[CH:9][CH:8]=1. (9) Given the reactants [OH-].[Na+].[CH3:3][CH:4]([C:9]1[CH:14]=[C:13]([C:15]([F:18])([F:17])[F:16])[CH:12]=[C:11]([C:19]([F:22])([F:21])[F:20])[CH:10]=1)[C:5]([O:7]C)=[O:6], predict the reaction product. The product is: [CH3:3][CH:4]([C:9]1[CH:10]=[C:11]([C:19]([F:20])([F:21])[F:22])[CH:12]=[C:13]([C:15]([F:16])([F:17])[F:18])[CH:14]=1)[C:5]([OH:7])=[O:6].